Dataset: Full USPTO retrosynthesis dataset with 1.9M reactions from patents (1976-2016). Task: Predict the reactants needed to synthesize the given product. (1) Given the product [C:1]1([C:23]2[CH:28]=[CH:27][CH:26]=[CH:25][CH:24]=2)[CH:2]=[CH:3][C:4]([O:7][CH:8]2[CH2:12][CH2:11][N:10]([C:13]3[CH:18]=[CH:17][C:16]([O:19][CH2:37][CH2:38][N:39]4[CH2:43][CH2:42][CH2:41][CH2:40]4)=[C:15]([O:20][CH3:21])[CH:14]=3)[C:9]2=[O:22])=[CH:5][CH:6]=1, predict the reactants needed to synthesize it. The reactants are: [C:1]1([C:23]2[CH:28]=[CH:27][CH:26]=[CH:25][CH:24]=2)[CH:6]=[CH:5][C:4]([O:7][CH:8]2[CH2:12][CH2:11][N:10]([C:13]3[CH:18]=[CH:17][C:16]([OH:19])=[C:15]([O:20][CH3:21])[CH:14]=3)[C:9]2=[O:22])=[CH:3][CH:2]=1.C(=O)([O-])[O-].[K+].[K+].Cl.Cl[CH2:37][CH2:38][N:39]1[CH2:43][CH2:42][CH2:41][CH2:40]1. (2) Given the product [CH:11]1[C:10]([N:13]2[C:14](=[O:19])[CH2:15][O:16][CH2:17][CH2:18]2)=[CH:9][CH:8]=[C:7]([N:6]2[C:2](=[O:1])[O:3][C@@H:4]([CH2:20][NH:21][C:22]([C:37]3[S:38][C:39]([Cl:41])=[CH:40][CH:36]=3)=[O:23])[CH2:5]2)[CH:12]=1, predict the reactants needed to synthesize it. The reactants are: [O:1]=[C:2]1[N:6]([C:7]2[CH:12]=[CH:11][C:10]([N:13]3[CH2:18][CH2:17][O:16][CH2:15][C:14]3=[O:19])=[CH:9][CH:8]=2)[CH2:5][C@H:4]([CH2:20][NH:21][CH:22]=[O:23])[O:3]1.ClCCl.[N+](C1C=CC([C:36]2[CH:40]=[C:39]([Cl:41])[S:38][C:37]=2C([O-])=O)=CC=1)([O-])=O.[OH-].[Na+]. (3) Given the product [ClH:1].[Cl:1][C:2]1[CH:3]=[C:4]2[C:9](=[C:10]([Cl:12])[CH:11]=1)[CH2:8][N:7]([CH3:13])[CH2:6][CH:5]2[C:14]1[CH:15]=[C:16]([NH:20][C:21]([NH:23][CH:24]([CH2:27][OH:28])[CH2:25][OH:26])=[O:22])[CH:17]=[CH:18][CH:19]=1, predict the reactants needed to synthesize it. The reactants are: [Cl:1][C:2]1[CH:3]=[C:4]2[C:9](=[C:10]([Cl:12])[CH:11]=1)[CH2:8][N:7]([CH3:13])[CH2:6][CH:5]2[C:14]1[CH:15]=[C:16]([NH:20][C:21]([NH:23][CH:24]([CH2:27][OH:28])[CH2:25][OH:26])=[O:22])[CH:17]=[CH:18][CH:19]=1. (4) Given the product [CH:1]1[C:14]2[CH:13]=[CH:12][C:11]3[C:6](=[CH:7][CH:8]=[CH:9][CH:10]=3)[C:5]=2[CH:4]=[CH:3][C:2]=1[C:15]1[N:19]([C:20]2[CH:25]=[CH:24][C:23]([CH2:26][C:27]([NH:35][OH:34])=[NH:28])=[CH:22][CH:21]=2)[N:18]=[C:17]([C:29]([F:32])([F:30])[F:31])[CH:16]=1, predict the reactants needed to synthesize it. The reactants are: [CH:1]1[C:14]2[CH:13]=[CH:12][C:11]3[C:6](=[CH:7][CH:8]=[CH:9][CH:10]=3)[C:5]=2[CH:4]=[CH:3][C:2]=1[C:15]1[N:19]([C:20]2[CH:25]=[CH:24][C:23]([CH2:26][C:27]#[N:28])=[CH:22][CH:21]=2)[N:18]=[C:17]([C:29]([F:32])([F:31])[F:30])[CH:16]=1.Cl.[OH:34][NH2:35]. (5) Given the product [CH2:27]([N:17]([CH2:15][CH3:16])[C:18]1[CH:25]=[CH:24][C:21]([C:22]2[NH:1][N:2]=[C:3]([C:5]3[C:10]([C:11]([F:12])([F:13])[F:14])=[CH:9][CH:8]=[CH:7][N:6]=3)[N:4]=2)=[C:20]([OH:26])[CH:19]=1)[CH3:28], predict the reactants needed to synthesize it. The reactants are: [NH2:1][NH:2][C:3]([C:5]1[C:10]([C:11]([F:14])([F:13])[F:12])=[CH:9][CH:8]=[CH:7][N:6]=1)=[NH:4].[CH2:15]([N:17]([CH2:27][CH3:28])[C:18]1[CH:25]=[CH:24][C:21]([CH:22]=O)=[C:20]([OH:26])[CH:19]=1)[CH3:16]. (6) Given the product [CH3:20][NH:19][N:14]([NH:29][CH3:28])[C:15]([O:12][C:4]1[CH:3]=[C:2]([CH3:1])[CH:11]=[CH:10][C:5]=1[C:6]([O:8][CH3:9])=[O:7])=[S:16], predict the reactants needed to synthesize it. The reactants are: [CH3:1][C:2]1[CH:3]=[C:4]([OH:12])[C:5](=[CH:10][CH:11]=1)[C:6]([O:8][CH3:9])=[O:7].C[N:14](C)[C:15](Cl)=[S:16].[N:19]12CCN(CC1)C[CH2:20]2.O.[CH3:28][N:29](C=O)C. (7) Given the product [CH3:35][NH2+:36][CH2:37][C@H:38]([OH:47])[C@@H:39]([OH:46])[C@H:40]([OH:45])[C@H:41]([OH:44])[CH2:42][OH:43].[Cl:1][C:2]1[C:7]([CH3:8])=[CH:6][C:5]([S:9]([NH:12][C:13]2[CH:14]=[C:15]([C:19]3[CH:20]=[CH:21][C:22]([C:25]([NH:27][C@@H:28]([CH2:32][OH:33])[C:29]([O-:31])=[O:30])=[O:26])=[CH:23][CH:24]=3)[CH:16]=[CH:17][CH:18]=2)(=[O:10])=[O:11])=[C:4]([CH3:34])[CH:3]=1, predict the reactants needed to synthesize it. The reactants are: [Cl:1][C:2]1[C:7]([CH3:8])=[CH:6][C:5]([S:9]([NH:12][C:13]2[CH:14]=[C:15]([C:19]3[CH:24]=[CH:23][C:22]([C:25]([NH:27][C@@H:28]([CH2:32][OH:33])[C:29]([OH:31])=[O:30])=[O:26])=[CH:21][CH:20]=3)[CH:16]=[CH:17][CH:18]=2)(=[O:11])=[O:10])=[C:4]([CH3:34])[CH:3]=1.[CH3:35][NH:36][CH2:37][C@H:38]([OH:47])[C@@H:39]([OH:46])[C@H:40]([OH:45])[C@H:41]([OH:44])[CH2:42][OH:43]. (8) Given the product [CH3:1][N:2]([CH:3]([C:7]1[CH:8]=[N:9][CH:10]=[CH:11][C:12]=1[C:13]([F:15])([F:14])[F:16])[CH:4]([CH3:6])[CH3:5])[C:31](=[O:32])[CH:30]([O:23][C:24]1[CH:25]=[CH:26][CH:27]=[CH:28][CH:29]=1)[CH3:34], predict the reactants needed to synthesize it. The reactants are: [CH3:1][NH:2][CH:3]([C:7]1[CH:8]=[N:9][CH:10]=[CH:11][C:12]=1[C:13]([F:16])([F:15])[F:14])[CH:4]([CH3:6])[CH3:5].C(=O)([O-])[O-].[K+].[K+].[O:23]([CH:30]([CH3:34])[C:31](Cl)=[O:32])[C:24]1[CH:29]=[CH:28][CH:27]=[CH:26][CH:25]=1.